From a dataset of NCI-60 drug combinations with 297,098 pairs across 59 cell lines. Regression. Given two drug SMILES strings and cell line genomic features, predict the synergy score measuring deviation from expected non-interaction effect. Drug 1: C1=CC(=CC=C1CC(C(=O)O)N)N(CCCl)CCCl.Cl. Drug 2: C1C(C(OC1N2C=C(C(=O)NC2=O)F)CO)O. Cell line: 786-0. Synergy scores: CSS=22.1, Synergy_ZIP=-11.9, Synergy_Bliss=-8.43, Synergy_Loewe=-6.59, Synergy_HSA=-6.29.